From a dataset of Peptide-MHC class II binding affinity with 134,281 pairs from IEDB. Regression. Given a peptide amino acid sequence and an MHC pseudo amino acid sequence, predict their binding affinity value. This is MHC class II binding data. The peptide sequence is MYFNLIDTKCYKL. The MHC is H-2-IEd with pseudo-sequence H-2-IEd. The binding affinity (normalized) is 0.